Dataset: Retrosynthesis with 50K atom-mapped reactions and 10 reaction types from USPTO. Task: Predict the reactants needed to synthesize the given product. (1) Given the product CC(O)(c1ccc(N2CCN(S(=O)(=O)c3cccs3)C[C@@H]2Cn2ccnc2)cc1)C(F)(F)F, predict the reactants needed to synthesize it. The reactants are: CC(O)(c1ccc(N2CCN(S(=O)(=O)c3cccs3)C[C@@H]2COS(C)(=O)=O)cc1)C(F)(F)F.c1c[nH]cn1. (2) Given the product CC(C)NC[C@H]1C[C@@H](n2ccc3c(N)ncnc32)[C@@H]2OC(C)(C)O[C@@H]21, predict the reactants needed to synthesize it. The reactants are: CC(=O)O[BH-](OC(C)=O)OC(C)=O.CC1(C)O[C@@H]2[C@H](O1)[C@@H](CN)C[C@H]2n1ccc2c(N)ncnc21. (3) Given the product CC(O)C(C)C=CC1CCC(C)C1(C)C, predict the reactants needed to synthesize it. The reactants are: CC(=O)C(C)C=CC1CCC(C)C1(C)C. (4) Given the product COc1ccccc1C1=CC(C)(C)Oc2ccc(C(=O)O)cc21, predict the reactants needed to synthesize it. The reactants are: COC(=O)c1ccc2c(c1)C(c1ccccc1OC)=CC(C)(C)O2. (5) Given the product CCCCCCCCCCC[C@H](CC(=O)N[C@H](CO)C(=O)OCc1ccccc1)OC(=O)CCCCCCCCC, predict the reactants needed to synthesize it. The reactants are: CCCCCCCCCCC[C@H](CC(=O)O)OC(=O)CCCCCCCCC.N[C@H](CO)C(=O)OCc1ccccc1.